From a dataset of Forward reaction prediction with 1.9M reactions from USPTO patents (1976-2016). Predict the product of the given reaction. Given the reactants [CH3:1][N:2]1[C:6]([NH2:7])=[CH:5][C:4]([CH3:8])=[N:3]1.[C:9](Cl)(=[O:14])[C:10]([CH3:13])([CH3:12])[CH3:11], predict the reaction product. The product is: [CH3:1][N:2]1[C:6]([NH:7][C:9](=[O:14])[C:10]([CH3:13])([CH3:12])[CH3:11])=[CH:5][C:4]([CH3:8])=[N:3]1.